Dataset: Reaction yield outcomes from USPTO patents with 853,638 reactions. Task: Predict the reaction yield, written as a fraction of the theoretical maximum amount of product (1.0 means a 100% yield; for example, 0.34 means a 34% yield). The reactants are [Cl:1][C:2]1[CH:3]=[C:4]([CH:6]=[CH:7][CH:8]=1)[NH2:5].Cl.[N:10]([O-])=O.[Na+].C([O-])(=O)C.[Na+].[Cl:19][CH:20]([S:24]([CH3:27])(=[O:26])=[O:25])C(=O)C. The catalyst is O.CC(C)=O.C(O)(=O)C. The product is [Cl:1][C:2]1[CH:3]=[C:4]([NH:5][N:10]=[C:20]([Cl:19])[S:24]([CH3:27])(=[O:26])=[O:25])[CH:6]=[CH:7][CH:8]=1. The yield is 0.810.